This data is from Forward reaction prediction with 1.9M reactions from USPTO patents (1976-2016). The task is: Predict the product of the given reaction. (1) Given the reactants [C:1]([C:5]1[N:10]=[CH:9][C:8]([C:11]2[N:12]([C:32]([N:34]3[CH2:39][CH2:38][CH:37]([CH2:40][C:41]([OH:43])=O)[CH2:36][CH2:35]3)=[O:33])[C@@:13]([C:25]3[CH:30]=[CH:29][C:28]([Cl:31])=[CH:27][CH:26]=3)([CH3:24])[C@@:14]([C:17]3[CH:22]=[CH:21][C:20]([Cl:23])=[CH:19][CH:18]=3)([CH3:16])[N:15]=2)=[C:7]([O:44][CH2:45][CH3:46])[CH:6]=1)([CH3:4])([CH3:3])[CH3:2].[CH3:47][NH:48][C@H:49]([C:51]1[CH:56]=[CH:55][CH:54]=[CH:53][CH:52]=1)[CH3:50], predict the reaction product. The product is: [C:1]([C:5]1[N:10]=[CH:9][C:8]([C:11]2[N:12]([C:32]([N:34]3[CH2:35][CH2:36][CH:37]([CH2:40][C:41]([N:48]([CH3:47])[C@H:49]([C:51]4[CH:56]=[CH:55][CH:54]=[CH:53][CH:52]=4)[CH3:50])=[O:43])[CH2:38][CH2:39]3)=[O:33])[C@@:13]([C:25]3[CH:30]=[CH:29][C:28]([Cl:31])=[CH:27][CH:26]=3)([CH3:24])[C@@:14]([C:17]3[CH:22]=[CH:21][C:20]([Cl:23])=[CH:19][CH:18]=3)([CH3:16])[N:15]=2)=[C:7]([O:44][CH2:45][CH3:46])[CH:6]=1)([CH3:2])([CH3:4])[CH3:3]. (2) Given the reactants [C:1]1(=[C:11]2[C:19]3[C:14](=[CH:15][CH:16]=[CH:17][CH:18]=3)[C:13](=N)[NH:12]2)[C:9]2[C:4](=[CH:5][CH:6]=[CH:7][CH:8]=2)[C:3](=N)[NH:2]1.[CH3:21][C:22]1[CH2:26][C:25](=[O:27])[N:24]([C:28]2[CH:33]=[CH:32][CH:31]=[C:30]([C:34]([OH:36])=[O:35])[CH:29]=2)[N:23]=1.[C:37]([OH:40])(=[O:39])[CH3:38], predict the reaction product. The product is: [CH3:21][C:22]1[C:26](=[C:3]2[C:4]3[C:9](=[CH:8][CH:7]=[CH:6][CH:5]=3)[C:1](=[C:11]3[C:19]4[C:14](=[CH:15][CH:16]=[CH:17][CH:18]=4)[C:13](=[C:26]4[C:25](=[O:27])[N:24]([C:28]5[CH:29]=[CH:30][CH:31]=[C:38]([C:37]([OH:40])=[O:39])[CH:33]=5)[N:23]=[C:22]4[CH3:21])[NH:12]3)[NH:2]2)[C:25](=[O:27])[N:24]([C:28]2[CH:33]=[CH:32][CH:31]=[C:30]([C:34]([OH:36])=[O:35])[CH:29]=2)[N:23]=1. (3) Given the reactants [N:1]1([CH2:6][C@@H:7]([O:14][C:15]2[CH:24]=[CH:23][C:22]3[C:21](=[O:25])[CH2:20][CH2:19][CH2:18][C:17]=3[C:16]=2[CH2:26][S:27][C:28]2[CH:36]=[CH:35][C:31]([C:32]([OH:34])=O)=[CH:30][CH:29]=2)[C:8]2[CH:13]=[CH:12][CH:11]=[CH:10][CH:9]=2)[CH:5]=[CH:4][N:3]=[CH:2]1.[NH2:37][CH2:38][CH2:39][OH:40], predict the reaction product. The product is: [OH:40][CH2:39][CH2:38][NH:37][C:32](=[O:34])[C:31]1[CH:30]=[CH:29][C:28]([S:27][CH2:26][C:16]2[C:17]3[CH2:18][CH2:19][CH2:20][C:21](=[O:25])[C:22]=3[CH:23]=[CH:24][C:15]=2[O:14][C@@H:7]([C:8]2[CH:9]=[CH:10][CH:11]=[CH:12][CH:13]=2)[CH2:6][N:1]2[CH:5]=[CH:4][N:3]=[CH:2]2)=[CH:36][CH:35]=1. (4) Given the reactants [CH2:1]([S:8]([NH:11][C:12]1[C:13](=[O:23])[N:14]([CH2:19][C:20]([OH:22])=O)[C:15]([CH3:18])=[CH:16][CH:17]=1)(=[O:10])=[O:9])[C:2]1[CH:7]=[CH:6][CH:5]=[CH:4][CH:3]=1.Cl.Cl.[N:26]1[NH:27][CH:28]=[C:29]2[C:34]=1[CH2:33][CH2:32][CH:31]([NH2:35])[CH2:30]2.C1C=CC2N(O)N=NC=2C=1.CN1CCOCC1.C(Cl)CCl, predict the reaction product. The product is: [CH2:1]([S:8]([NH:11][C:12]1[C:13](=[O:23])[N:14]([CH2:19][C:20]([NH:35][CH:31]2[CH2:32][CH2:33][C:34]3[C:29](=[CH:28][NH:27][N:26]=3)[CH2:30]2)=[O:22])[C:15]([CH3:18])=[CH:16][CH:17]=1)(=[O:9])=[O:10])[C:2]1[CH:3]=[CH:4][CH:5]=[CH:6][CH:7]=1. (5) Given the reactants [CH:1]1[C:13]2[NH:12][C:11]3[C:6](=[CH:7][CH:8]=[CH:9][CH:10]=3)[C:5]=2[CH:4]=[C:3]([C:14]([OH:16])=O)[CH:2]=1.[O:17]=[S:18]1(=[O:24])[CH2:23][CH2:22][NH:21][CH2:20][CH2:19]1, predict the reaction product. The product is: [CH2:3]([N:12]1[C:13]2[CH:1]=[CH:2][C:3]([C:14]([N:21]3[CH2:22][CH2:23][S:18](=[O:24])(=[O:17])[CH2:19][CH2:20]3)=[O:16])=[CH:4][C:5]=2[C:6]2[C:11]1=[CH:10][CH:9]=[CH:8][CH:7]=2)[CH2:2][CH2:1][CH2:13][CH3:5]. (6) Given the reactants [CH3:1][O:2][C:3]([CH:5]1[CH2:18][C:17]2[CH:16]=[C:15]3[C:10]([O:11][C@@H:12]([C:19]4[CH:24]=[CH:23][C:22]([O:25][CH2:26][C:27]5[CH:32]=[CH:31][C:30]([Cl:33])=[C:29]([Cl:34])[CH:28]=5)=[CH:21][CH:20]=4)[CH2:13][NH:14]3)=[CH:9][C:8]=2[CH2:7][N:6]1[C:35]([O:37][C:38]([CH3:41])([CH3:40])[CH3:39])=[O:36])=[O:4].C=O.[C:44](O[BH-](OC(=O)C)OC(=O)C)(=O)C.[Na+].C(Cl)Cl, predict the reaction product. The product is: [CH3:1][O:2][C:3]([CH:5]1[CH2:18][C:17]2[CH:16]=[C:15]3[C:10]([O:11][C@@H:12]([C:19]4[CH:24]=[CH:23][C:22]([O:25][CH2:26][C:27]5[CH:32]=[CH:31][C:30]([Cl:33])=[C:29]([Cl:34])[CH:28]=5)=[CH:21][CH:20]=4)[CH2:13][N:14]3[CH3:44])=[CH:9][C:8]=2[CH2:7][N:6]1[C:35]([O:37][C:38]([CH3:41])([CH3:40])[CH3:39])=[O:36])=[O:4]. (7) Given the reactants [F:1][C:2]1[CH:15]=[C:14]([N+:16]([O-:18])=[O:17])[CH:13]=[CH:12][C:3]=1[O:4][C:5]1[CH:10]=[CH:9][N:8]=[C:7]([NH2:11])[CH:6]=1.[CH2:19]([N:21]([CH2:24]C)CC)C.ClC(O[C:30]1[CH:35]=[CH:34]C=CC=1)=O.CNCCC[N:41]1[CH2:46][CH2:45][N:44]([CH3:47])[CH2:43][CH2:42]1.[O:48]1CCCC1, predict the reaction product. The product is: [F:1][C:2]1[CH:15]=[C:14]([N+:16]([O-:18])=[O:17])[CH:13]=[CH:12][C:3]=1[O:4][C:5]1[CH:10]=[CH:9][N:8]=[C:7]([NH:11][C:19](=[O:48])[N:21]([CH3:24])[CH2:30][CH2:35][CH2:34][N:41]2[CH2:42][CH2:43][N:44]([CH3:47])[CH2:45][CH2:46]2)[CH:6]=1.